This data is from Experimentally validated miRNA-target interactions with 360,000+ pairs, plus equal number of negative samples. The task is: Binary Classification. Given a miRNA mature sequence and a target amino acid sequence, predict their likelihood of interaction. (1) The miRNA is hsa-miR-548at-5p with sequence AAAAGUUAUUGCGGUUUUGGCU. The protein sequence of the target gene is MAKPRLLVLYFALIVVPAWVSSIVLTGTSEPPDAQTVAPAEDETLQNEADNQENVLSQLLGDYDKVKAMSEGSDCQCKCVVRPLGRDACQRINAGASRKEDFYTVETITSGSSCKCACVAPPSALNPCEGDFRLQKLREADSQDLKLSTIIDMLEGAFYGLDLLKLHSVTTKLVGRVDKLEEEVSKNLTKENEQIKEDMEEIRTEMNKRGKENCSENILDSMPDIRSALQRDAAAAYAHPEYEERFLQEETVSQQINSIELLQTRPLALPEVVKSQRPLQRQVHLRGRPASQPTVIRGIT.... Result: 0 (no interaction). (2) The miRNA is hsa-miR-4480 with sequence AGCCAAGUGGAAGUUACUUUA. The protein sequence of the target gene is MKMPLLVSHLLLISLTSCLGDFTWHRRYGHGVSEEDKGFGPIFEEQPINTIYPEESLEGKVSLNCRARASPFPVYKWRMNNGDVDLTNDRYSMVGGNLVINNPDKQKDAGVYYCLASNNYGMVRSTEATLSFGYLDPFPPEERPEVKVKEGKGMVLLCDPPYHFPDDLSYRWLLNEFPVFITMDKRRFVSQTNGNLYIANVESSDRGNYSCFVSSPSITKSVFSKFIPLIPIPERTTKPYPADIVVQFKDIYTMMGQNVTLECFALGNPVPDIRWRKVLEPMPSTAEISTSGAVLKIFNI.... Result: 0 (no interaction).